From a dataset of Forward reaction prediction with 1.9M reactions from USPTO patents (1976-2016). Predict the product of the given reaction. (1) The product is: [NH2:23][C:21](=[O:22])[C@H:20]([NH:19][C:15](=[O:17])[C:7]1[CH:6]=[CH:5][C:4]([CH:1]2[CH2:2][CH2:3]2)=[C:9]([O:10][CH2:11][CH:12]2[CH2:13][CH2:14]2)[N:8]=1)[C:24]1[CH:29]=[CH:28][CH:27]=[CH:26][CH:25]=1. Given the reactants [CH:1]1([C:4]2[CH:5]=[CH:6][C:7]([C:15]([OH:17])=O)=[N:8][C:9]=2[O:10][CH2:11][CH:12]2[CH2:14][CH2:13]2)[CH2:3][CH2:2]1.Cl.[NH2:19][C@H:20]([C:24]1[CH:29]=[CH:28][CH:27]=[CH:26][CH:25]=1)[C:21]([NH2:23])=[O:22], predict the reaction product. (2) Given the reactants [Cl:1][C:2]1[N:7]=[C:6]([CH2:8][C:9]([C:11]2[CH:12]=[C:13]([NH:17][C:18](=[O:27])[C:19]3[C:24]([F:25])=[CH:23][CH:22]=[CH:21][C:20]=3[F:26])[CH:14]=[CH:15][CH:16]=2)=O)[CH:5]=[CH:4][N:3]=1.[CH3:28][C:29]([CH3:38])([CH3:37])[C:30]([O:32][CH2:33][C:34]([NH2:36])=[S:35])=[O:31], predict the reaction product. The product is: [CH3:28][C:29]([CH3:38])([CH3:37])[C:30]([O:32][CH2:33][C:34]1[S:35][C:8]([C:6]2[CH:5]=[CH:4][N:3]=[C:2]([Cl:1])[N:7]=2)=[C:9]([C:11]2[CH:16]=[CH:15][CH:14]=[C:13]([NH:17][C:18]([C:19]3[C:24]([F:25])=[CH:23][CH:22]=[CH:21][C:20]=3[F:26])=[O:27])[CH:12]=2)[N:36]=1)=[O:31]. (3) Given the reactants [Si]([O:8][CH:9]1[CH2:36][C:14]2[N:15]([CH3:35])[C:16](=[O:34])[C:17]([NH:19][C:20]3[CH:25]=[CH:24][C:23]([C:26]([N:28]4[CH2:33][CH2:32][O:31][CH2:30][CH2:29]4)=[O:27])=[CH:22][N:21]=3)=[CH:18][C:13]=2[C:12]2[CH:37]=[CH:38][CH:39]=[C:40]([N:41]3[N:50]=[CH:49][C:48]4[C:43](=[C:44]([F:55])[CH:45]=[C:46]([C:51]([CH3:54])([CH3:53])[CH3:52])[CH:47]=4)[C:42]3=[O:56])[C:11]=2[CH2:10]1)(C(C)(C)C)(C)C.O1CCCC1.[F-].C([N+](CCCC)(CCCC)CCCC)CCC.O, predict the reaction product. The product is: [C:51]([C:46]1[CH:47]=[C:48]2[C:43](=[C:44]([F:55])[CH:45]=1)[C:42](=[O:56])[N:41]([C:40]1[C:11]3[CH2:10][CH:9]([OH:8])[CH2:36][C:14]4[N:15]([CH3:35])[C:16](=[O:34])[C:17]([NH:19][C:20]5[CH:25]=[CH:24][C:23]([C:26]([N:28]6[CH2:29][CH2:30][O:31][CH2:32][CH2:33]6)=[O:27])=[CH:22][N:21]=5)=[CH:18][C:13]=4[C:12]=3[CH:37]=[CH:38][CH:39]=1)[N:50]=[CH:49]2)([CH3:54])([CH3:52])[CH3:53]. (4) Given the reactants C([N+](CCCC)(CCCC)CCCC)CCC.[P:18]([O:22][CH2:23][C@@H:24]1[C@@H:28]([O:29][P:30]([O:33][CH2:34][C@@H:35]2[C@@H:39]([OH:40])[C@@H:38]([OH:41])[C@H:37]([N:42]3[CH:50]=[N:49][C:48]4[C:43]3=[N:44][CH:45]=[N:46][C:47]=4[NH2:51])[O:36]2)([OH:32])=[O:31])[CH2:27][C@H:26]([N:52]2[CH:57]=[CH:56][C:55]([NH2:58])=[N:54][C:53]2=[O:59])[O:25]1)([OH:21])([OH:20])=[O:19].[N:60]([C:63]1[CH:91]=[CH:90][CH:89]=[CH:88][C:64]=1[CH2:65][O:66][C:67]([NH:69][CH2:70][CH2:71][CH2:72][C@H:73]([NH:80][C:81]([O:83][C:84]([CH3:87])([CH3:86])[CH3:85])=[O:82])[C:74](OCC#N)=[O:75])=[O:68])=[N+:61]=[N-:62], predict the reaction product. The product is: [N:60]([C:63]1[CH:91]=[CH:90][CH:89]=[CH:88][C:64]=1[CH2:65][O:66][C:67]([NH:69][CH2:70][CH2:71][CH2:72][C@@H:73]([NH:80][C:81]([O:83][C:84]([CH3:86])([CH3:87])[CH3:85])=[O:82])[C:74]([O:40][C@H:39]1[C@@H:38]([OH:41])[C@H:37]([N:42]2[CH:50]=[N:49][C:48]3[C:43]2=[N:44][CH:45]=[N:46][C:47]=3[NH2:51])[O:36][C@H:35]1[CH2:34][O:33][P:30]([O:29][C@H:28]1[CH2:27][C@H:26]([N:52]2[CH:57]=[CH:56][C:55]([NH2:58])=[N:54][C:53]2=[O:59])[O:25][C@@H:24]1[CH2:23][O:22][P:18]([OH:21])([OH:20])=[O:19])([OH:32])=[O:31])=[O:75])=[O:68])=[N+:61]=[N-:62]. (5) Given the reactants [Cl:1][C:2]1[C:3]([N+:13]([O-:15])=[O:14])=[C:4]2[C:9](=[CH:10][CH:11]=1)[C:8](=[O:12])O[CH:6]=[CH:5]2.Cl.[NH2:17][C@@H:18]([CH3:22])[C:19]([NH2:21])=[O:20].C(N(CC)CC)C.CO, predict the reaction product. The product is: [Cl:1][C:2]1[C:3]([N+:13]([O-:15])=[O:14])=[C:4]2[C:9](=[CH:10][CH:11]=1)[C:8](=[O:12])[N:17]([C@@H:18]([CH3:22])[C:19]([NH2:21])=[O:20])[CH:6]=[CH:5]2. (6) Given the reactants CN(C)[CH:3]=[CH:4][C:5]([C:7]1[CH:8]=[N:9][CH:10]=[CH:11][CH:12]=1)=O.[N+]([O-])(O)=O.[CH3:18][C:19]1[CH:24]=[CH:23][C:22]([NH:25][C:26]([NH2:28])=[NH:27])=[CH:21][C:20]=1[N+:29]([O-:31])=[O:30].[OH-].[Na+], predict the reaction product. The product is: [CH3:18][C:19]1[CH:24]=[CH:23][C:22]([NH:25][C:26]2[N:28]=[C:5]([C:7]3[CH:8]=[N:9][CH:10]=[CH:11][CH:12]=3)[CH:4]=[CH:3][N:27]=2)=[CH:21][C:20]=1[N+:29]([O-:31])=[O:30]. (7) Given the reactants C([O:3][C:4]([CH:6]1[CH2:15][C:14]2[C:9](=[CH:10][CH:11]=[CH:12][CH:13]=2)[CH2:8][N:7]1[C:16](=[O:30])[C:17]1[CH:22]=[CH:21][CH:20]=[C:19]([O:23][C:24]2[CH:29]=[CH:28][CH:27]=[CH:26][CH:25]=2)[CH:18]=1)=[O:5])C.[OH-].[Na+], predict the reaction product. The product is: [O:23]([C:19]1[CH:18]=[C:17]([CH:22]=[CH:21][CH:20]=1)[C:16]([N:7]1[CH:6]([C:4]([OH:5])=[O:3])[CH2:15][C:14]2[C:9](=[CH:10][CH:11]=[CH:12][CH:13]=2)[CH2:8]1)=[O:30])[C:24]1[CH:25]=[CH:26][CH:27]=[CH:28][CH:29]=1. (8) The product is: [NH2:23][C:20]1[N:21]=[CH:22][C:17]([C:3]2[CH:4]=[CH:5][C:6]([C:25]3[CH:30]=[CH:29][CH:28]=[CH:27][C:26]=3[NH:31][S:32]([CH2:35][CH3:36])(=[O:34])=[O:33])=[CH:7][C:2]=2[F:1])=[N:18][CH:19]=1. Given the reactants [F:1][C:2]1[CH:7]=[C:6](B2OC(C)(C)C(C)(C)O2)[CH:5]=[CH:4][C:3]=1[C:17]1[N:18]=[CH:19][C:20]([NH2:23])=[N:21][CH:22]=1.Br[C:25]1[CH:30]=[CH:29][CH:28]=[CH:27][C:26]=1[NH:31][S:32]([CH2:35][CH3:36])(=[O:34])=[O:33], predict the reaction product. (9) Given the reactants Br[CH2:2][C:3]1[CH:12]=[C:11]2[C:6]([C:7]([C:14]3[CH:19]=[CH:18][C:17]([F:20])=[CH:16][CH:15]=3)=[CH:8][C:9]([Cl:13])=[N:10]2)=[CH:5][CH:4]=1.[N-:21]=[N+:22]=[N-:23].[Na+], predict the reaction product. The product is: [N:21]([CH2:2][C:3]1[CH:12]=[C:11]2[C:6]([C:7]([C:14]3[CH:19]=[CH:18][C:17]([F:20])=[CH:16][CH:15]=3)=[CH:8][C:9]([Cl:13])=[N:10]2)=[CH:5][CH:4]=1)=[N+:22]=[N-:23].